Dataset: Reaction yield outcomes from USPTO patents with 853,638 reactions. Task: Predict the reaction yield, written as a fraction of the theoretical maximum amount of product (1.0 means a 100% yield; for example, 0.34 means a 34% yield). The reactants are O=[C:2]1[NH:7][N:6]=[C:5]2[CH2:8][CH2:9][N:10]([C:11]([O:13][CH2:14][C:15]3[CH:20]=[CH:19][CH:18]=[CH:17][CH:16]=3)=[O:12])[C:4]2=[CH:3]1.P(Cl)(Cl)([Cl:23])=O. No catalyst specified. The product is [Cl:23][C:2]1[N:7]=[N:6][C:5]2[CH2:8][CH2:9][N:10]([C:11]([O:13][CH2:14][C:15]3[CH:20]=[CH:19][CH:18]=[CH:17][CH:16]=3)=[O:12])[C:4]=2[CH:3]=1. The yield is 0.840.